Dataset: Catalyst prediction with 721,799 reactions and 888 catalyst types from USPTO. Task: Predict which catalyst facilitates the given reaction. Reactant: [CH:1]([C:4]1[CH:9]=[CH:8][C:7]([CH:10]2[C:14]3[C:15]([CH3:22])=[C:16]([OH:21])[C:17]([CH3:20])=[C:18]([CH3:19])[C:13]=3[O:12][C:11]2([CH3:24])[CH3:23])=[CH:6][CH:5]=1)([CH3:3])[CH3:2].[C:25]1([CH2:31][CH2:32]O)[CH:30]=[CH:29][CH:28]=[CH:27][CH:26]=1.C1(P(C2C=CC=CC=2)C2C=CC=CC=2)C=CC=CC=1.N(C(OCC)=O)=NC(OCC)=O. The catalyst class is: 7. Product: [CH:1]([C:4]1[CH:9]=[CH:8][C:7]([CH:10]2[C:14]3[C:15]([CH3:22])=[C:16]([O:21][CH2:32][CH2:31][C:25]4[CH:30]=[CH:29][CH:28]=[CH:27][CH:26]=4)[C:17]([CH3:20])=[C:18]([CH3:19])[C:13]=3[O:12][C:11]2([CH3:24])[CH3:23])=[CH:6][CH:5]=1)([CH3:3])[CH3:2].